From a dataset of Reaction yield outcomes from USPTO patents with 853,638 reactions. Predict the reaction yield, written as a fraction of the theoretical maximum amount of product (1.0 means a 100% yield; for example, 0.34 means a 34% yield). (1) The product is [C:44]([NH:33][S:30]([C:28]1[CH:27]=[CH:26][C:18]2[N:19]([CH:20]3[CH2:21][CH2:22][CH2:23][CH2:24][CH2:25]3)[C:15]([C:12]3[CH:11]=[CH:10][C:9]([O:8][CH2:1][C:2]4[CH:7]=[CH:6][CH:5]=[CH:4][CH:3]=4)=[CH:14][CH:13]=3)=[N:16][C:17]=2[CH:29]=1)(=[O:32])=[O:31])(=[O:46])[CH3:45]. The catalyst is CN(C)C=O. The yield is 0.180. The reactants are [CH2:1]([O:8][C:9]1[CH:14]=[CH:13][C:12]([C:15]2[N:19]([CH:20]3[CH2:25][CH2:24][CH2:23][CH2:22][CH2:21]3)[C:18]3[CH:26]=[CH:27][C:28]([S:30]([NH2:33])(=[O:32])=[O:31])=[CH:29][C:17]=3[N:16]=2)=[CH:11][CH:10]=1)[C:2]1[CH:7]=[CH:6][CH:5]=[CH:4][CH:3]=1.C[Si]([N-][Si](C)(C)C)(C)C.[Li+].[C:44](Cl)(=[O:46])[CH3:45]. (2) The reactants are Cl.[NH2:2][CH2:3][C:4]1[N:9]=[N:8][C:7]([C:10]([O:12][CH3:13])=[O:11])=[CH:6][CH:5]=1.C(N(CC)CC)C.[F:21][C:22]1[CH:27]=[CH:26][C:25]([S:28](Cl)(=[O:30])=[O:29])=[CH:24][C:23]=1[Cl:32]. The catalyst is ClCCl. The product is [Cl:32][C:23]1[CH:24]=[C:25]([S:28]([NH:2][CH2:3][C:4]2[N:9]=[N:8][C:7]([C:10]([O:12][CH3:13])=[O:11])=[CH:6][CH:5]=2)(=[O:29])=[O:30])[CH:26]=[CH:27][C:22]=1[F:21]. The yield is 0.400. (3) The yield is 0.0600. The product is [CH3:23][C:4]1[C:3]([CH3:24])=[C:2]([C:36]2[S:37][CH:38]=[CH:39][N:40]=2)[S:6][C:5]=1[C:7]1[N:11]2[N:12]=[C:13]([CH3:21])[CH:14]=[C:15]([CH:16]([CH2:19][CH3:20])[CH2:17][CH3:18])[C:10]2=[N:9][C:8]=1[CH3:22]. The reactants are Br[C:2]1[S:6][C:5]([C:7]2[N:11]3[N:12]=[C:13]([CH3:21])[CH:14]=[C:15]([CH:16]([CH2:19][CH3:20])[CH2:17][CH3:18])[C:10]3=[N:9][C:8]=2[CH3:22])=[C:4]([CH3:23])[C:3]=1[CH3:24].C1COCC1.[Li]CCCC.Br[C:36]1[S:37][CH:38]=[CH:39][N:40]=1. The catalyst is CCOC(C)=O.[Cl-].[Cl-].[Zn+2].C1C=CC(P(C2C=CC=CC=2)[C-]2C=CC=C2)=CC=1.C1C=CC(P(C2C=CC=CC=2)[C-]2C=CC=C2)=CC=1.Cl[Pd]Cl.[Fe+2]. (4) The reactants are [CH2:1]([O:4][C:5]1([CH3:51])[CH2:10][CH2:9][N:8]([C:11]2[N:16]3[N:17]=[C:18]([CH2:20][N:21]([CH:36]4[CH2:38][CH2:37]4)[CH2:22][C:23]4[CH:28]=[CH:27][C:26]([CH3:29])=[CH:25][C:24]=4[O:30][C@H:31]([CH2:33][CH:34]=C)[CH3:32])[CH:19]=[C:15]3[N:14]=[C:13]([CH3:39])[C:12]=2[C@H:40]([O:46][C:47]([CH3:50])([CH3:49])[CH3:48])[C:41]([O:43][CH2:44][CH3:45])=[O:42])[CH2:7][CH2:6]1)[CH:2]=C.[BH4-].[Na+]. The catalyst is C(Cl)Cl.O. The product is [C:47]([O:46][C@@H:40]([C:12]1[C:13]([CH3:39])=[N:14][C:15]2=[CH:19][C:18]3=[N:17][N:16]2[C:11]=1[N:8]1[CH2:7][CH2:6][C:5]([CH3:51])([O:4][CH2:1][CH2:2][CH2:34][CH2:33][C@H:31]([CH3:32])[O:30][C:24]2[CH:25]=[C:26]([CH3:29])[CH:27]=[CH:28][C:23]=2[CH2:22][N:21]([CH:36]2[CH2:37][CH2:38]2)[CH2:20]3)[CH2:10][CH2:9]1)[C:41]([O:43][CH2:44][CH3:45])=[O:42])([CH3:50])([CH3:49])[CH3:48]. The yield is 0.830. (5) The reactants are [H-].[H-].[H-].[H-].[Li+].[Al+3].[C:7]([C:9]1[CH:16]=[CH:15][C:12]([CH2:13][OH:14])=[CH:11][CH:10]=1)#[N:8].O.[OH-].[Na+]. The catalyst is C(OCC)C. The product is [NH2:8][CH2:7][C:9]1[CH:16]=[CH:15][C:12]([CH2:13][OH:14])=[CH:11][CH:10]=1. The yield is 0.290.